Dataset: Forward reaction prediction with 1.9M reactions from USPTO patents (1976-2016). Task: Predict the product of the given reaction. (1) The product is: [CH3:23][C:4]1[CH:3]=[C:2]([NH:1][C:34](=[O:35])[O:36][C:37]2[CH:42]=[CH:41][CH:40]=[CH:39][CH:38]=2)[CH:22]=[CH:21][C:5]=1[O:6][C:7]1[C:12]([C:13]2[CH:18]=[CH:17][N:16]=[C:15]([NH:19][CH3:20])[N:14]=2)=[CH:11][CH:10]=[CH:9][N:8]=1. Given the reactants [NH2:1][C:2]1[CH:22]=[CH:21][C:5]([O:6][C:7]2[C:12]([C:13]3[CH:18]=[CH:17][N:16]=[C:15]([NH:19][CH3:20])[N:14]=3)=[CH:11][CH:10]=[CH:9][N:8]=2)=[C:4]([CH3:23])[CH:3]=1.C(N(C(C)C)CC)(C)C.Cl[C:34]([O:36][C:37]1[CH:42]=[CH:41][CH:40]=[CH:39][CH:38]=1)=[O:35], predict the reaction product. (2) Given the reactants [F:1][C:2]([F:21])([F:20])[O:3][C:4]1[CH:5]=[C:6]([C:10]2[CH:15]=[CH:14][N:13]=[C:12]([C:16](=[N:18][OH:19])[NH2:17])[CH:11]=2)[CH:7]=[CH:8][CH:9]=1.[C:22](N1C=CN=C1)(N1C=CN=C1)=[O:23].N12CCCN=C1CCCCC2.Cl, predict the reaction product. The product is: [F:21][C:2]([F:20])([F:1])[O:3][C:4]1[CH:5]=[C:6]([C:10]2[CH:15]=[CH:14][N:13]=[C:12]([C:16]3[NH:18][O:19][C:22](=[O:23])[N:17]=3)[CH:11]=2)[CH:7]=[CH:8][CH:9]=1. (3) Given the reactants [NH2:1][NH:2][C:3]([NH2:5])=[S:4].[Br:6][C:7]1[CH:8]=[C:9]([CH:12]=[CH:13][CH:14]=1)[CH:10]=O, predict the reaction product. The product is: [Br:6][C:7]1[CH:8]=[C:9]([C:10]2[S:4][C:3]([NH2:5])=[N:2][N:1]=2)[CH:12]=[CH:13][CH:14]=1. (4) Given the reactants [Cl:1][C:2]1[CH:7]=[CH:6][CH:5]=[C:4]([Cl:8])[C:3]=1[CH2:9][S:10]([C:13]1[CH:14]=[C:15]2[C:19](=[CH:20][CH:21]=1)[NH:18][C:17](=[O:22])/[C:16]/2=[CH:23]\[C:24]1[NH:25][C:26]([CH3:32])=[CH:27][C:28]=1[C:29]([OH:31])=O)(=[O:12])=[O:11].C1C=CC2N(O)N=NC=2C=1.CCN=C=NCCCN(C)C.Cl.[NH2:55][CH2:56][CH:57]([OH:64])[CH2:58][N:59]1[CH:63]=[CH:62][N:61]=[N:60]1, predict the reaction product. The product is: [OH:64][CH:57]([CH2:58][N:59]1[CH:63]=[CH:62][N:61]=[N:60]1)[CH2:56][NH:55][C:29]([C:28]1[CH:27]=[C:26]([CH3:32])[NH:25][C:24]=1/[CH:23]=[C:16]1\[C:17](=[O:22])[NH:18][C:19]2[C:15]\1=[CH:14][C:13]([S:10]([CH2:9][C:3]1[C:2]([Cl:1])=[CH:7][CH:6]=[CH:5][C:4]=1[Cl:8])(=[O:12])=[O:11])=[CH:21][CH:20]=2)=[O:31]. (5) Given the reactants C(N(C(C)C)CC)(C)C.C[Si]([N:14]=[C:15]=[O:16])(C)C.[OH:17][CH:18]([CH2:34][N:35]1[C:43]2[CH2:42][CH2:41][NH:40][CH2:39][C:38]=2[C:37]([C:44]2[CH:49]=[CH:48][C:47]([I:50])=[CH:46][CH:45]=2)=[N:36]1)[CH2:19][N:20]1[CH2:25][CH2:24][N:23]([C:26]2[CH:33]=[CH:32][CH:31]=[CH:30][C:27]=2[C:28]#[N:29])[CH2:22][CH2:21]1, predict the reaction product. The product is: [C:28]([C:27]1[CH:30]=[CH:31][CH:32]=[CH:33][C:26]=1[N:23]1[CH2:22][CH2:21][N:20]([CH2:19][CH:18]([OH:17])[CH2:34][N:35]2[C:43]3[CH2:42][CH2:41][N:40]([C:15]([NH2:14])=[O:16])[CH2:39][C:38]=3[C:37]([C:44]3[CH:49]=[CH:48][C:47]([I:50])=[CH:46][CH:45]=3)=[N:36]2)[CH2:25][CH2:24]1)#[N:29].